This data is from Catalyst prediction with 721,799 reactions and 888 catalyst types from USPTO. The task is: Predict which catalyst facilitates the given reaction. Reactant: [C:1]([C:3](=[CH:17][NH:18][C:19]1[CH:24]=[CH:23][C:22]([O:25][CH2:26][CH2:27][O:28][CH3:29])=[C:21]([I:30])[CH:20]=1)[C:4]([NH:6][C:7]1[CH:12]=[C:11]([O:13][CH3:14])[C:10]([Cl:15])=[CH:9][C:8]=1[Cl:16])=O)#[N:2].P(Cl)(Cl)(Cl)=O.O.[OH-].[Na+]. Product: [Cl:16][C:8]1[CH:9]=[C:10]([Cl:15])[C:11]([O:13][CH3:14])=[CH:12][C:7]=1[NH:6][C:4]1[C:24]2[C:19](=[CH:20][C:21]([I:30])=[C:22]([O:25][CH2:26][CH2:27][O:28][CH3:29])[CH:23]=2)[N:18]=[CH:17][C:3]=1[C:1]#[N:2]. The catalyst class is: 11.